The task is: Predict the product of the given reaction.. This data is from Forward reaction prediction with 1.9M reactions from USPTO patents (1976-2016). (1) Given the reactants I[C:2]1[CH:7]=[CH:6][C:5]([C:8]#[C:9][Si:10]([CH3:13])([CH3:12])[CH3:11])=[CH:4][CH:3]=1.[C:14]([C:16]1[CH:21]=[CH:20][C:19]([NH2:22])=[CH:18][CH:17]=1)#[CH:15].C1COCC1, predict the reaction product. The product is: [CH3:11][Si:10]([C:9]#[C:8][C:5]1[CH:6]=[CH:7][C:2]([C:15]#[C:14][C:16]2[CH:21]=[CH:20][C:19]([NH2:22])=[CH:18][CH:17]=2)=[CH:3][CH:4]=1)([CH3:13])[CH3:12]. (2) Given the reactants [N+:1]([C:4]1[CH:13]=[CH:12][CH:11]=[C:10]2[C:5]=1[CH:6]=[C:7]([OH:14])[CH:8]=[N:9]2)([O-:3])=[O:2].[H-].[Na+].[CH3:17]I.O, predict the reaction product. The product is: [CH3:17][O:14][C:7]1[CH:8]=[N:9][C:10]2[C:5]([CH:6]=1)=[C:4]([N+:1]([O-:3])=[O:2])[CH:13]=[CH:12][CH:11]=2.